Task: Predict the product of the given reaction.. Dataset: Forward reaction prediction with 1.9M reactions from USPTO patents (1976-2016) (1) Given the reactants Br[C:2]1[C:3]2[N:4]([N:8]=[C:9]([NH:11][C:12]([CH:14]3[CH2:16][CH2:15]3)=[O:13])[CH:10]=2)[CH:5]=[CH:6][CH:7]=1.CC1(C)C(C)(C)OB([C:25]2[CH:43]=[CH:42][C:28]([O:29][C@@H:30]3[CH2:34][CH2:33][N:32]([C:35]([O:37][C:38]([CH3:41])([CH3:40])[CH3:39])=[O:36])[CH2:31]3)=[CH:27][CH:26]=2)O1.C([O-])([O-])=O.[Na+].[Na+].O, predict the reaction product. The product is: [CH:14]1([C:12]([NH:11][C:9]2[CH:10]=[C:3]3[C:2]([C:25]4[CH:43]=[CH:42][C:28]([O:29][C@@H:30]5[CH2:34][CH2:33][N:32]([C:35]([O:37][C:38]([CH3:39])([CH3:40])[CH3:41])=[O:36])[CH2:31]5)=[CH:27][CH:26]=4)=[CH:7][CH:6]=[CH:5][N:4]3[N:8]=2)=[O:13])[CH2:16][CH2:15]1. (2) Given the reactants [C:1](OC(=O)C)(=[O:3])[CH3:2].[CH2:8]([C:15]1[C:16]2[CH2:39][NH:38][CH2:37][CH2:36][C:17]=2[N:18]=[C:19]([NH:21][C:22]2[CH:27]=[CH:26][C:25]([N:28]3[CH:32]=[C:31]([CH3:33])[N:30]=[CH:29]3)=[C:24]([O:34][CH3:35])[CH:23]=2)[N:20]=1)[C:9]1[CH:14]=[CH:13][CH:12]=[CH:11][CH:10]=1, predict the reaction product. The product is: [CH2:8]([C:15]1[C:16]2[CH2:39][N:38]([C:1](=[O:3])[CH3:2])[CH2:37][CH2:36][C:17]=2[N:18]=[C:19]([NH:21][C:22]2[CH:27]=[CH:26][C:25]([N:28]3[CH:32]=[C:31]([CH3:33])[N:30]=[CH:29]3)=[C:24]([O:34][CH3:35])[CH:23]=2)[N:20]=1)[C:9]1[CH:10]=[CH:11][CH:12]=[CH:13][CH:14]=1. (3) The product is: [OH:4][C:5]1[CH:10]=[CH:9][C:8]([C:11]2[S:12][C:13]([C:17]([O:19][CH2:20][CH3:21])=[O:18])=[C:14]([CH3:16])[N:15]=2)=[CH:7][C:6]=1[N:22]1[CH:26]=[N:25][N:24]=[N:23]1. Given the reactants COC[O:4][C:5]1[CH:10]=[CH:9][C:8]([C:11]2[S:12][C:13]([C:17]([O:19][CH2:20][CH3:21])=[O:18])=[C:14]([CH3:16])[N:15]=2)=[CH:7][C:6]=1[N:22]1[CH:26]=[N:25][N:24]=[N:23]1.Cl, predict the reaction product. (4) Given the reactants [CH:1]1[C:10]2[C:5](=[CH:6][CH:7]=[CH:8][CH:9]=2)[CH:4]=[CH:3][C:2]=1[CH:11]=O.[N+:13]([CH3:16])([O-:15])=[O:14].[OH-].[Na+], predict the reaction product. The product is: [N+:13]([CH:16]=[CH:11][C:2]1[CH:3]=[CH:4][C:5]2[C:10](=[CH:9][CH:8]=[CH:7][CH:6]=2)[CH:1]=1)([O-:15])=[O:14]. (5) Given the reactants [CH2:1]([N:3]1[CH:7]=[C:6]([CH2:8][OH:9])[C:5]([O:10][CH2:11][C:12]2[CH:17]=[CH:16][C:15]([O:18][CH2:19][C:20]3[N:21]=[C:22]([C:26]4[O:27][CH:28]=[CH:29][CH:30]=4)[O:23][C:24]=3[CH3:25])=[C:14]([O:31][CH3:32])[CH:13]=2)=[N:4]1)[CH3:2], predict the reaction product. The product is: [CH2:1]([N:3]1[CH:7]=[C:6]([CH:8]=[O:9])[C:5]([O:10][CH2:11][C:12]2[CH:17]=[CH:16][C:15]([O:18][CH2:19][C:20]3[N:21]=[C:22]([C:26]4[O:27][CH:28]=[CH:29][CH:30]=4)[O:23][C:24]=3[CH3:25])=[C:14]([O:31][CH3:32])[CH:13]=2)=[N:4]1)[CH3:2]. (6) Given the reactants [CH2:1]([NH:5][C:6](=[O:12])[O:7][C:8]([CH3:11])([CH3:10])[CH3:9])[CH2:2][C:3]#[CH:4].[Br:13]N1C(=O)CCC1=O, predict the reaction product. The product is: [C:8]([O:7][C:6](=[O:12])[NH:5][CH2:1][CH2:2][C:3]#[C:4][Br:13])([CH3:9])([CH3:11])[CH3:10].